Dataset: Forward reaction prediction with 1.9M reactions from USPTO patents (1976-2016). Task: Predict the product of the given reaction. (1) Given the reactants [O:1]=[C:2]1[C:10]2[CH:9]=[C:8]3[O:11][CH2:12][O:13][C:7]3=[CH:6][C:5]=2[CH2:4][N:3]1[CH2:14][CH2:15][CH:16]1[CH2:21][CH2:20][N:19]([C:22]([O:24][C:25]([CH3:28])([CH3:27])[CH3:26])=[O:23])[CH2:18][CH2:17]1.O1CCC[CH2:30]1.C([N-]C(C)C)(C)C.[Li+].IC, predict the reaction product. The product is: [CH3:30][CH:4]1[C:5]2[CH:6]=[C:7]3[O:13][CH2:12][O:11][C:8]3=[CH:9][C:10]=2[C:2](=[O:1])[N:3]1[CH2:14][CH2:15][CH:16]1[CH2:21][CH2:20][N:19]([C:22]([O:24][C:25]([CH3:28])([CH3:27])[CH3:26])=[O:23])[CH2:18][CH2:17]1. (2) Given the reactants [F:1][C:2]1[CH:3]=[CH:4][C:5]2[N:9]=[C:8]([C@@H:10]([NH:13]C(=O)OC(C)(C)C)[CH2:11][CH3:12])[N:7]([C:21]3[CH:26]=[CH:25][CH:24]=[CH:23][CH:22]=3)[C:6]=2[CH:27]=1.C(O)(C(F)(F)F)=O, predict the reaction product. The product is: [F:1][C:2]1[CH:3]=[CH:4][C:5]2[N:9]=[C:8]([C@@H:10]([NH2:13])[CH2:11][CH3:12])[N:7]([C:21]3[CH:22]=[CH:23][CH:24]=[CH:25][CH:26]=3)[C:6]=2[CH:27]=1. (3) The product is: [Cl:9][C:8]1[C:3]([NH2:1])=[N:4][C:5]([CH:17]2[CH2:19][CH2:18]2)=[N:6][C:7]=1[CH:10]([O:14][CH2:15][CH3:16])[O:11][CH2:12][CH3:13]. Given the reactants [NH3:1].Cl[C:3]1[C:8]([Cl:9])=[C:7]([CH:10]([O:14][CH2:15][CH3:16])[O:11][CH2:12][CH3:13])[N:6]=[C:5]([CH:17]2[CH2:19][CH2:18]2)[N:4]=1, predict the reaction product. (4) Given the reactants [NH2:1][C:2]1[C:6]2=[N:7][CH:8]=[CH:9][CH:10]=[C:5]2[C:4]([C:21]2[CH:22]=[C:23]([OH:27])[CH:24]=[CH:25][CH:26]=2)([C:11]2[CH:16]=[CH:15][N:14]=[C:13]([C:17]([F:20])([F:19])[F:18])[CH:12]=2)[N:3]=1.[C:28](O[C:28]([O:30][C:31]([CH3:34])([CH3:33])[CH3:32])=[O:29])([O:30][C:31]([CH3:34])([CH3:33])[CH3:32])=[O:29], predict the reaction product. The product is: [OH:27][C:23]1[CH:22]=[C:21]([C:4]2([C:11]3[CH:16]=[CH:15][N:14]=[C:13]([C:17]([F:20])([F:18])[F:19])[CH:12]=3)[C:5]3[C:6](=[N:7][CH:8]=[CH:9][CH:10]=3)[C:2]([NH:1][C:28](=[O:29])[O:30][C:31]([CH3:34])([CH3:33])[CH3:32])=[N:3]2)[CH:26]=[CH:25][CH:24]=1. (5) The product is: [N:23]1[CH:28]=[CH:27][CH:26]=[CH:25][C:24]=1[CH2:29][N:1]1[C:9]2[C:4](=[N:5][CH:6]=[CH:7][CH:8]=2)[C:3]2([C:13]3=[CH:14][C:15]4[O:16][CH2:17][CH2:18][O:19][C:20]=4[CH:21]=[C:12]3[O:11][CH2:10]2)[C:2]1=[O:22]. Given the reactants [NH:1]1[C:9]2[C:4](=[N:5][CH:6]=[CH:7][CH:8]=2)[C:3]2([C:13]3=[CH:14][C:15]4[O:16][CH2:17][CH2:18][O:19][C:20]=4[CH:21]=[C:12]3[O:11][CH2:10]2)[C:2]1=[O:22].[N:23]1[CH:28]=[CH:27][CH:26]=[CH:25][C:24]=1[CH2:29]O.C(P(CCCC)CCCC)CCC.N(C(OCC)=O)=NC(OCC)=O.Cl, predict the reaction product. (6) Given the reactants C[O:2][C:3]([C:5]1[C:10]([CH3:11])=[CH:9][C:8]([F:12])=[CH:7][N:6]=1)=[O:4].O.[OH-].[Li+], predict the reaction product. The product is: [F:12][C:8]1[CH:9]=[C:10]([CH3:11])[C:5]([C:3]([OH:4])=[O:2])=[N:6][CH:7]=1. (7) Given the reactants [N:1]1[CH:6]=[CH:5][CH:4]=[CH:3][C:2]=1[C:7]1[O:11][CH:10]=[N:9][CH:8]=1.[C:12]([O:19][CH3:20])(=[O:18])[CH2:13][CH2:14][C:15]([O-])=[O:16], predict the reaction product. The product is: [O:16]=[C:15]([C:10]1[O:11][C:7]([C:2]2[CH:3]=[CH:4][CH:5]=[CH:6][N:1]=2)=[CH:8][N:9]=1)[CH2:14][CH2:13][C:12]([O:19][CH3:20])=[O:18]. (8) Given the reactants Br[C:2]1[N:7]=[C:6]([C:8]([O:10][CH3:11])=[O:9])[CH:5]=[CH:4][C:3]=1[F:12].[F:13][C:14]1[CH:15]=[C:16]([C:30]2([OH:35])[CH2:34][CH2:33][O:32][CH2:31]2)[CH:17]=[C:18]([F:29])[C:19]=1B1OC(C)(C)C(C)(C)O1, predict the reaction product. The product is: [F:13][C:14]1[CH:15]=[C:16]([C:30]2([OH:35])[CH2:34][CH2:33][O:32][CH2:31]2)[CH:17]=[C:18]([F:29])[C:19]=1[C:2]1[N:7]=[C:6]([C:8]([O:10][CH3:11])=[O:9])[CH:5]=[CH:4][C:3]=1[F:12]. (9) Given the reactants [CH3:1][O:2][C:3]1[CH:12]=[CH:11][C:10]2[NH:9][C:8](=[O:13])[C:7]3[S:14][CH:15]=[CH:16][C:6]=3[C:5]=2[C:4]=1[C:17]1[CH:22]=[CH:21][C:20]([CH2:23][CH:24]([NH:26][C:27](=[O:33])[O:28][C:29]([CH3:32])([CH3:31])[CH3:30])[CH3:25])=[CH:19][CH:18]=1.C1C(=O)N([Cl:41])C(=O)C1, predict the reaction product. The product is: [Cl:41][C:11]1[C:10]2[NH:9][C:8](=[O:13])[C:7]3[S:14][CH:15]=[CH:16][C:6]=3[C:5]=2[C:4]([C:17]2[CH:22]=[CH:21][C:20]([CH2:23][CH:24]([NH:26][C:27](=[O:33])[O:28][C:29]([CH3:32])([CH3:31])[CH3:30])[CH3:25])=[CH:19][CH:18]=2)=[C:3]([O:2][CH3:1])[CH:12]=1.